From a dataset of CYP2D6 inhibition data for predicting drug metabolism from PubChem BioAssay. Regression/Classification. Given a drug SMILES string, predict its absorption, distribution, metabolism, or excretion properties. Task type varies by dataset: regression for continuous measurements (e.g., permeability, clearance, half-life) or binary classification for categorical outcomes (e.g., BBB penetration, CYP inhibition). Dataset: cyp2d6_veith. (1) The drug is COc1ccc(/C=N/NC(=O)CCCC(=O)NC2CCCCC2)cc1. The result is 0 (non-inhibitor). (2) The compound is O=C(O)c1ccccc1-c1ccccc1C(=O)Nc1ccc2c(c1)Cc1cc(F)ccc1-2. The result is 0 (non-inhibitor). (3) The drug is CCOc1ccc(N2C(=O)/C(=C/c3cccs3)N(CC(=O)OC)C2=S)cc1. The result is 0 (non-inhibitor). (4) The compound is COc1ccc(NC(=O)CCNS(=O)(=O)c2ccc3c(c2)c(=O)n(C)c(=O)n3C)cc1. The result is 0 (non-inhibitor). (5) The drug is Cc1cccc(NC(=O)CC2Nc3cccc4cccc(c34)NC2=O)c1. The result is 1 (inhibitor). (6) The compound is C[C@@]12Cc3cnc(-c4ccccc4)nc3C[C@@H]1CC[C@H]1[C@@H]2CC[C@]2(C)[C@@H]1CC[C@@]2(C)O. The result is 0 (non-inhibitor). (7) The compound is O=C(Nc1nccs1)c1sc2cc(Cl)ccc2c1Cl. The result is 0 (non-inhibitor). (8) The molecule is CN(Cc1ccco1)c1ncnc2ccc(-c3ccc4c(c3)OCO4)cc12. The result is 1 (inhibitor). (9) The drug is Cc1noc(C)c1-c1ccc2ncnc(NC3CC3)c2c1. The result is 0 (non-inhibitor).